This data is from Peptide-MHC class I binding affinity with 185,985 pairs from IEDB/IMGT. The task is: Regression. Given a peptide amino acid sequence and an MHC pseudo amino acid sequence, predict their binding affinity value. This is MHC class I binding data. (1) The peptide sequence is SKYIFWLL. The MHC is H-2-Kb with pseudo-sequence H-2-Kb. The binding affinity (normalized) is 0.415. (2) The peptide sequence is ETALPQDSY. The MHC is HLA-A29:02 with pseudo-sequence HLA-A29:02. The binding affinity (normalized) is 0.0847. (3) The peptide sequence is KKSEIYVAW. The MHC is Mamu-B52 with pseudo-sequence Mamu-B52. The binding affinity (normalized) is 0.605.